This data is from Experimentally validated miRNA-target interactions with 360,000+ pairs, plus equal number of negative samples. The task is: Binary Classification. Given a miRNA mature sequence and a target amino acid sequence, predict their likelihood of interaction. (1) The miRNA is hsa-miR-146a-5p with sequence UGAGAACUGAAUUCCAUGGGUU. The protein sequence of the target gene is MSEAGGRGCGSPVPQRARWRLVAATAAFCLVSATSVWTAGAEPMSREEKQKLGNQVLEMFDHAYGNYMEHAYPADELMPLTCRGRVRGQEPSRGDVDDALGKFSLTLIDSLDTLVVLNKTKEFEDAVRKVLRDVNLDNDVVVSVFETNIRVLGGLLGGHSLAIMLKEKGEYMQWYNDELLQMAKQLGYKLLPAFNTTSGLPYPRINLKFGIRKPEARTGTETDTCTACAGTLILEFAALSRFTGATIFEEYARKALDFLWEKRQRSSNLVGVTINIHTGDWVRKDSGVGAGIDSYYEYLL.... Result: 1 (interaction). (2) The miRNA is hsa-miR-4705 with sequence UCAAUCACUUGGUAAUUGCUGU. The protein sequence of the target gene is MSSEEGKLFVGGLNFNTDEQALEDHFSSFGPISEVVVVKDRETQRSRGFGFITFTNPEHASVAMRAMNGESLDGRQIRVDHAGKSARGTRGGGFGAHGRGRSYSRGGGDQGYGSGRYYDSRPGGYGYGYGRSRDYNGRNQGGYDRYSGGNYRDNYDN. Result: 0 (no interaction). (3) The miRNA is hsa-miR-16-5p with sequence UAGCAGCACGUAAAUAUUGGCG. The protein sequence of the target gene is MATVMAATAAERAVLEEEFRWLLHDEVHAVLKQLQDILKEASLRFTLPGSGTEGPAKQENFILGSCGTDQVKGVLTLQGDALSQADVNLKMPRNNQLLHFAFREDKQWKLQQIQDARNHVSQAIYLLTSRDQSYQFKTGAEVLKLMDAVMLQLTRARNRLTTPATLTLPEIAASGLTRMFAPALPSDLLVNVYINLNKLCLTVYQLHALQPNSTKNFRPAGGAVLHSPGAMFEWGSQRLEVSHVHKVECVIPWLNDALVYFTVSLQLCQQLKDKISVFSSYWSYRPF. Result: 1 (interaction). (4) Result: 0 (no interaction). The protein sequence of the target gene is MNIVVEFFVVTFKVLWAFVLAAARWLVRPKEKSVAGQVCLITGAGSGLGRLFALEFARRRALLVLWDINTQSNEETAGMVRHIYRDLEAADAAALQAGKGEEEILPPCNLQVFTYTCDVGKRENVYLTAERVRKEVGEVSVLVNNAGVVSGHHLLECPDELIERTMMVNCHAHFWTTKAFLPTMLEINHGHIVTVASSLGLFSTAGVEDYCASKFGVVGFHESLSHELKAAEKDGIKTTLVCPYLVDTGMFRGCRIRKEIEPFLPPLKPDYCVKQAMRAILTDQPMVCTPRLMYIVTFMK.... The miRNA is hsa-miR-4776-3p with sequence CUUGCCAUCCUGGUCCACUGCAU. (5) The miRNA is hsa-miR-3145-3p with sequence AGAUAUUUUGAGUGUUUGGAAUUG. The protein sequence of the target gene is MLSATPLYGNVHSWMNSERVRMCGASEDRKILVNDGDASKARLELREENPLNHNVVDASTAHRIDGLAALSMDRTGLIREGLRVPGNIVYSSLCGLGSEKGREAATSTLGGLGFSSERNPEMQFKPNTPETVEASAVSGKPPNGFSAIYKTPPGIQKSAVATAEALGLDRPASDKQSPLNINGASYLRLPWVNPYMEGATPAIYPFLDSPNKYSLNMYKALLPQQSYSLAQPLYSPVCTNGERFLYLPPPHYVGPHIPSSLASPMRLSTPSASPAIPPLVHCADKSLPWKMGVSPGNPVD.... Result: 1 (interaction).